From a dataset of Reaction yield outcomes from USPTO patents with 853,638 reactions. Predict the reaction yield, written as a fraction of the theoretical maximum amount of product (1.0 means a 100% yield; for example, 0.34 means a 34% yield). (1) The product is [CH2:1]([S:3]([C:6]1[CH:7]=[C:8]([C:12]2[CH:20]=[C:19]([N:21]([CH3:22])[C:33]([CH:30]3[CH2:32][CH2:31]3)=[O:34])[C:18]([O:23][CH3:24])=[C:17]3[C:13]=2[C:14]2[CH:28]=[C:27]([CH3:29])[CH:26]=[N:25][C:15]=2[NH:16]3)[CH:9]=[CH:10][CH:11]=1)(=[O:5])=[O:4])[CH3:2]. The catalyst is C1COCC1. The reactants are [CH2:1]([S:3]([C:6]1[CH:7]=[C:8]([C:12]2[CH:20]=[C:19]([NH:21][CH3:22])[C:18]([O:23][CH3:24])=[C:17]3[C:13]=2[C:14]2[CH:28]=[C:27]([CH3:29])[CH:26]=[N:25][C:15]=2[NH:16]3)[CH:9]=[CH:10][CH:11]=1)(=[O:5])=[O:4])[CH3:2].[CH:30]1([C:33](Cl)=[O:34])[CH2:32][CH2:31]1. The yield is 0.750. (2) The reactants are CCCC[N+](CCCC)(CCCC)CCCC.[F-].[Br:19][C:20]1[CH:27]=[CH:26][C:23]([CH:24]=[O:25])=[C:22]([F:28])[CH:21]=1.[Si]([C:33]([F:36])([F:35])[F:34])(C)(C)C.Cl. The catalyst is C1COCC1. The product is [Br:19][C:20]1[CH:27]=[CH:26][C:23]([CH:24]([OH:25])[C:33]([F:36])([F:35])[F:34])=[C:22]([F:28])[CH:21]=1. The yield is 0.900. (3) The reactants are [C:1](Cl)(=[O:5])[C:2](Cl)=[O:3].ClCC(O[CH2:12][C:13]1[C:18]([Cl:19])=[CH:17][CH:16]=[CH:15][CH:14]=1)O.C(N(CC)CC)C.[N+:27]([CH2:30][CH2:31][C:32]([O:34][C:35]([CH3:38])([CH3:37])[CH3:36])=[O:33])([O-:29])=[O:28].C(Cl)[Cl:40]. The catalyst is CS(C)=O. The product is [Cl:19][C:18]1[CH:17]=[CH:16][CH:15]=[C:14]([Cl:40])[C:13]=1[CH2:12][O:3][CH2:2][CH:1]([OH:5])[CH:30]([N+:27]([O-:29])=[O:28])[CH2:31][C:32]([O:34][C:35]([CH3:38])([CH3:37])[CH3:36])=[O:33]. The yield is 0.740. (4) The reactants are [C:1]([C:3]1[CH:19]=[CH:18][C:6]([O:7][C:8]2[CH:9]=[CH:10][C:11]3[B:15]([OH:16])[O:14][CH2:13][C:12]=3[CH:17]=2)=[CH:5][CH:4]=1)#[N:2].[N-:20]=[N+:21]=[N-:22].[Na+].[Cl-].[NH4+].O. The catalyst is CN(C)C=O. The product is [NH:20]1[C:1]([C:3]2[CH:19]=[CH:18][C:6]([O:7][C:8]3[CH:9]=[CH:10][C:11]4[B:15]([OH:16])[O:14][CH2:13][C:12]=4[CH:17]=3)=[CH:5][CH:4]=2)=[N:2][N:22]=[N:21]1. The yield is 0.230. (5) The reactants are C(P(C(C)(C)C)C1C=CC=CC=1C1C=CC=CC=1)(C)(C)C.CC([O-])(C)C.[Na+].Br[C:29]1[CH:30]=[C:31]([CH:41]=[CH:42][CH:43]=1)[NH:32][CH2:33][C:34]1[CH:39]=[CH:38][C:37]([F:40])=[CH:36][CH:35]=1.[CH:44]1([C:47]2[CH:51]=[C:50]([NH2:52])[NH:49][N:48]=2)[CH2:46][CH2:45]1. The catalyst is C1(C)C=CC=CC=1.CC([O-])=O.CC([O-])=O.[Pd+2].CCOC(C)=O. The product is [CH:44]1([C:47]2[CH:51]=[C:50]([NH:52][C:29]3[CH:43]=[CH:42][CH:41]=[C:31]([NH:32][CH2:33][C:34]4[CH:39]=[CH:38][C:37]([F:40])=[CH:36][CH:35]=4)[CH:30]=3)[NH:49][N:48]=2)[CH2:46][CH2:45]1. The yield is 0.150. (6) The reactants are [OH:1][CH:2]([C:7]1[CH:8]=[CH:9][C:10]([C:13](=O)[CH2:14][CH2:15][C:16](=O)[CH:17]([N:25]2[C:29]3=[N:30][CH:31]=[CH:32][C:33]([O:34][CH3:35])=[C:28]3[CH:27]=[N:26]2)[CH2:18][CH:19]2[CH2:24][CH2:23][O:22][CH2:21][CH2:20]2)=[N:11][CH:12]=1)[C:3]([OH:6])([CH3:5])[CH3:4].C([O-])(=O)C.[NH4+:42].C(O)(=O)C.C(=O)([O-])O.[Na+]. The catalyst is C(O)C. The product is [CH3:35][O:34][C:33]1[CH:32]=[CH:31][N:30]=[C:29]2[N:25]([CH:17]([C:16]3[NH:42][C:13]([C:10]4[N:11]=[CH:12][C:7]([CH:2]([OH:1])[C:3]([CH3:5])([OH:6])[CH3:4])=[CH:8][CH:9]=4)=[CH:14][CH:15]=3)[CH2:18][CH:19]3[CH2:24][CH2:23][O:22][CH2:21][CH2:20]3)[N:26]=[CH:27][C:28]=12. The yield is 0.580. (7) The reactants are Cl[C:2]1[CH:10]=[C:9]2[C:5]([CH:6]=[CH:7][N:8]2[CH3:11])=[CH:4][C:3]=1[CH:12]=[O:13].[CH:14]([B-](F)(F)F)=[CH2:15].[K+].C([O-])([O-])=O.[K+].[K+].O1CCOCC1. The catalyst is CC([O-])=O.CC([O-])=O.[Pd+2].COC1C=CC=C(OC)C=1C1C=CC=CC=1P(C1CCCCC1)C1CCCCC1.O. The product is [CH3:11][N:8]1[C:9]2[C:5](=[CH:4][C:3]([CH:12]=[O:13])=[C:2]([CH:14]=[CH2:15])[CH:10]=2)[CH:6]=[CH:7]1. The yield is 0.780.